This data is from Reaction yield outcomes from USPTO patents with 853,638 reactions. The task is: Predict the reaction yield, written as a fraction of the theoretical maximum amount of product (1.0 means a 100% yield; for example, 0.34 means a 34% yield). (1) The reactants are [OH:1][C:2]1[C:7]2[O:8][C:9]3[CH2:14][CH2:13][N:12]([C:15]([O:17][C:18]([CH3:21])([CH3:20])[CH3:19])=[O:16])[CH2:11][C:10]=3[C:6]=2[CH:5]=[C:4]([O:22][C:23]2[CH:28]=[CH:27][CH:26]=[CH:25][CH:24]=2)[CH:3]=1.[CH3:29]OC. No catalyst specified. The product is [CH3:29][O:1][C:2]1[C:7]2[O:8][C:9]3[CH2:14][CH2:13][N:12]([C:15]([O:17][C:18]([CH3:21])([CH3:20])[CH3:19])=[O:16])[CH2:11][C:10]=3[C:6]=2[CH:5]=[C:4]([O:22][C:23]2[CH:24]=[CH:25][CH:26]=[CH:27][CH:28]=2)[CH:3]=1. The yield is 0.780. (2) The reactants are [OH:1][C:2]1[CH:3]=[C:4]([CH:7]=[CH:8][C:9]=1[O:10][CH2:11][CH2:12][CH3:13])[C:5]#[N:6].C(OC1C=C(C=C(OCC2C=CC=CC=2)C=1)CN)C1C=CC=CC=1. No catalyst specified. The product is [OH:1][C:2]1[CH:3]=[C:4]([CH:7]=[CH:8][C:9]=1[O:10][CH2:11][CH2:12][CH3:13])[CH2:5][NH2:6]. The yield is 0.480. (3) The yield is 0.370. The reactants are [S-:1][C:2]#[N:3].[K+].[NH2:5][C:6]1[CH:25]=[CH:24][C:9]([O:10][C:11]2[CH:12]=[C:13]([NH:17][C:18](=[O:23])[C:19]([F:22])([F:21])[F:20])[CH:14]=[CH:15][CH:16]=2)=[C:8]([N+:26]([O-:28])=[O:27])[CH:7]=1.BrBr. The catalyst is C(O)(=O)C. The product is [NH2:3][C:2]1[S:1][C:7]2[C:8]([N+:26]([O-:28])=[O:27])=[C:9]([O:10][C:11]3[CH:12]=[C:13]([NH:17][C:18](=[O:23])[C:19]([F:22])([F:20])[F:21])[CH:14]=[CH:15][CH:16]=3)[CH:24]=[CH:25][C:6]=2[N:5]=1. (4) The reactants are [C:1]([O:5][C:6]([NH:8][CH2:9][C:10]1[CH:18]=[CH:17][C:13]([C:14](O)=[O:15])=[CH:12][CH:11]=1)=[O:7])([CH3:4])([CH3:3])[CH3:2].O. The catalyst is C1COCC1.O1CCOCC1. The product is [C:1]([O:5][C:6](=[O:7])[NH:8][CH2:9][C:10]1[CH:11]=[CH:12][C:13]([CH2:14][OH:15])=[CH:17][CH:18]=1)([CH3:4])([CH3:2])[CH3:3]. The yield is 1.00. (5) The reactants are [NH2:1][C:2]1[C:3]([F:16])=[CH:4][C:5]([OH:15])=[C:6]([N:8]2[C:12](=[O:13])[N:11]([CH3:14])[N:10]=[N:9]2)[CH:7]=1.Br[C:18]([CH3:25])([CH3:24])[C:19]([O:21][CH2:22][CH3:23])=[O:20].C([O-])([O-])=O.[K+].[K+]. The product is [NH2:1][C:2]1[C:3]([F:16])=[CH:4][C:5]([O:15][C:18]([CH3:25])([CH3:24])[C:19]([O:21][CH2:22][CH3:23])=[O:20])=[C:6]([N:8]2[C:12](=[O:13])[N:11]([CH3:14])[N:10]=[N:9]2)[CH:7]=1. The yield is 0.740. The catalyst is [Br-].C([N+](CCCC)(CCCC)CCCC)CCC.CC(C)=O. (6) The catalyst is C(O)C. The reactants are [I:1][C:2]1[CH:19]=[C:18]([I:20])[CH:17]=[C:16]([I:21])[C:3]=1[O:4][CH2:5][CH2:6][CH2:7][CH2:8][CH2:9][CH2:10][C:11]([O:13]CC)=[O:12].[OH-].[Na+]. The product is [I:1][C:2]1[CH:19]=[C:18]([I:20])[CH:17]=[C:16]([I:21])[C:3]=1[O:4][CH2:5][CH2:6][CH2:7][CH2:8][CH2:9][CH2:10][C:11]([OH:13])=[O:12]. The yield is 0.900. (7) The reactants are [CH3:1][C:2]1[CH:7]=[C:6]([N+:8]([O-])=O)[C:5]([O:11][CH3:12])=[CH:4][C:3]=1[N:13]1[CH2:19][CH2:18][CH2:17][N:16]([CH2:20][CH2:21][S:22]([CH3:25])(=[O:24])=[O:23])[CH2:15][CH2:14]1. The catalyst is CCOC(C)=O.CO. The product is [CH3:1][C:2]1[C:3]([N:13]2[CH2:19][CH2:18][CH2:17][N:16]([CH2:20][CH2:21][S:22]([CH3:25])(=[O:23])=[O:24])[CH2:15][CH2:14]2)=[CH:4][C:5]([O:11][CH3:12])=[C:6]([CH:7]=1)[NH2:8]. The yield is 0.910. (8) The reactants are [O:1]=[C:2]1[NH:11][C:10]2[N:9]=[C:8]([O:12][CH2:13][CH2:14][CH2:15][CH:16]=O)[CH:7]=[CH:6][C:5]=2[CH2:4][CH2:3]1.[N:18]1([C:24]2[C:32]3[N:31]=[C:30]([C:33]([F:36])([F:35])[F:34])[NH:29][C:28]=3[CH:27]=[CH:26][CH:25]=2)[CH2:23][CH2:22][NH:21][CH2:20][CH2:19]1.[BH-](OC(C)=O)(OC(C)=O)OC(C)=O.[Na+]. The catalyst is ClC(Cl)C.C(OCC)(=O)C. The product is [F:36][C:33]([F:34])([F:35])[C:30]1[NH:31][C:32]2[C:24]([N:18]3[CH2:19][CH2:20][N:21]([CH2:16][CH2:15][CH2:14][CH2:13][O:12][C:8]4[N:9]=[C:10]5[C:5]([CH2:4][CH2:3][C:2](=[O:1])[NH:11]5)=[CH:6][CH:7]=4)[CH2:22][CH2:23]3)=[CH:25][CH:26]=[CH:27][C:28]=2[N:29]=1. The yield is 0.350. (9) The reactants are [H-].[Na+].[C:3]([C:5]1[CH:6]=[C:7]2[C:11](=[CH:12][CH:13]=1)[NH:10][C:9](=[O:14])[CH2:8]2)#[N:4].[Cl:15][C:16]1[C:25]2[C:20](=[CH:21][C:22]([O:26][CH2:27][CH2:28][CH2:29][N:30]3[CH2:35][CH2:34][N:33]([CH3:36])[CH2:32][CH2:31]3)=[CH:23][CH:24]=2)[N:19]=[CH:18][N:17]=1. The product is [ClH:15].[ClH:15].[CH3:36][N:33]1[CH2:32][CH2:31][N:30]([CH2:29][CH2:28][CH2:27][O:26][C:22]2[CH:21]=[C:20]3[C:25]([C:16]([CH:8]4[C:7]5[C:11](=[CH:12][CH:13]=[C:5]([C:3]#[N:4])[CH:6]=5)[NH:10][C:9]4=[O:14])=[N:17][CH:18]=[N:19]3)=[CH:24][CH:23]=2)[CH2:35][CH2:34]1. The yield is 0.430. The catalyst is CN(C)C=O. (10) The reactants are [C:1]([CH:5]1[CH2:13][C:12]2[C:7](=[CH:8][C:9]([N+:14]([O-:16])=[O:15])=[CH:10][CH:11]=2)[NH:6]1)([CH3:4])([CH3:3])[CH3:2].C(C1C(=O)C(Cl)=C(Cl)C(=O)C=1C#N)#N. The catalyst is O1CCOCC1. The product is [C:1]([C:5]1[NH:6][C:7]2[C:12]([CH:13]=1)=[CH:11][CH:10]=[C:9]([N+:14]([O-:16])=[O:15])[CH:8]=2)([CH3:4])([CH3:2])[CH3:3]. The yield is 0.800.